Dataset: Reaction yield outcomes from USPTO patents with 853,638 reactions. Task: Predict the reaction yield, written as a fraction of the theoretical maximum amount of product (1.0 means a 100% yield; for example, 0.34 means a 34% yield). (1) The reactants are [CH2:1]([S:8][C:9]1[N:14]=[C:13]([Cl:15])[C:12]([N+:16]([O-:18])=[O:17])=[C:11](Cl)[N:10]=1)[C:2]1[CH:7]=[CH:6][CH:5]=[CH:4][CH:3]=1.CCN(C(C)C)C(C)C.[NH2:29][CH:30]1[CH2:35][CH2:34][O:33][CH2:32][CH2:31]1. The catalyst is C1COCC1. The product is [CH2:1]([S:8][C:9]1[N:10]=[C:11]([NH:29][CH:30]2[CH2:35][CH2:34][O:33][CH2:32][CH2:31]2)[C:12]([N+:16]([O-:18])=[O:17])=[C:13]([Cl:15])[N:14]=1)[C:2]1[CH:3]=[CH:4][CH:5]=[CH:6][CH:7]=1. The yield is 0.700. (2) The reactants are [Br:1][C:2]1[N:6]2[C:7](Br)=[CH:8][N:9]=[CH:10][C:5]2=[N:4][CH:3]=1.[CH:12]1([NH2:15])[CH2:14][CH2:13]1.C(N(C(C)C)CC)(C)C. The catalyst is C1COCC1.C(Cl)Cl.O. The product is [Br:1][C:2]1[N:6]2[CH:7]=[CH:8][N:9]=[C:10]([NH:15][CH:12]3[CH2:14][CH2:13]3)[C:5]2=[N:4][CH:3]=1. The yield is 0.145.